Dataset: Reaction yield outcomes from USPTO patents with 853,638 reactions. Task: Predict the reaction yield, written as a fraction of the theoretical maximum amount of product (1.0 means a 100% yield; for example, 0.34 means a 34% yield). (1) The reactants are [Cl:1][C:2]1[CH:17]=[CH:16][C:5]([CH:6]=[C:7]([CH:11]([CH3:15])[C:12]([OH:14])=O)[C:8]([OH:10])=[O:9])=[CH:4][CH:3]=1. The catalyst is FC(F)(F)S(O)(=O)=O. The product is [Cl:1][C:2]1[CH:3]=[C:4]2[C:5](=[CH:16][CH:17]=1)[CH:6]=[C:7]([C:8]([OH:10])=[O:9])[C:11]([CH3:15])=[C:12]2[OH:14]. The yield is 0.976. (2) The reactants are FC(F)(F)S(O[C:7]1[CH:12]=[CH:11][C:10]([C:13]([C:24]2[CH:29]=[CH:28][C:27]([F:30])=[CH:26][CH:25]=2)=[C:14]2[CH2:19][C:18]([CH3:21])([CH3:20])[CH2:17][C:16]([CH3:23])([CH3:22])[CH2:15]2)=[CH:9][CH:8]=1)(=O)=O.C([O-])([O-])=O.[Na+].[Na+].[CH3:39][C:40]1[C:44](B(O)O)=[C:43]([CH3:48])[O:42][N:41]=1. The catalyst is C1C=CC([P]([Pd]([P](C2C=CC=CC=2)(C2C=CC=CC=2)C2C=CC=CC=2)([P](C2C=CC=CC=2)(C2C=CC=CC=2)C2C=CC=CC=2)[P](C2C=CC=CC=2)(C2C=CC=CC=2)C2C=CC=CC=2)(C2C=CC=CC=2)C2C=CC=CC=2)=CC=1.C1COCC1. The product is [F:30][C:27]1[CH:26]=[CH:25][C:24]([C:13](=[C:14]2[CH2:15][C:16]([CH3:23])([CH3:22])[CH2:17][C:18]([CH3:21])([CH3:20])[CH2:19]2)[C:10]2[CH:9]=[CH:8][C:7]([C:44]3[C:40]([CH3:39])=[N:41][O:42][C:43]=3[CH3:48])=[CH:12][CH:11]=2)=[CH:29][CH:28]=1. The yield is 0.740. (3) The reactants are [Cl:1][C:2]1[C:3]([F:11])=[C:4](/[CH:8]=[N:9]/[CH3:10])[CH:5]=[CH:6][CH:7]=1.[Cl:12][C:13]1[CH:18]=[CH:17][C:16](/[C:19](=[CH:22]/[CH2:23][C:24]([CH3:27])([CH3:26])[CH3:25])/[C:20]#[N:21])=[C:15]([F:28])[CH:14]=1.[OH-].[K+]. The catalyst is CS(C)=O.O. The product is [Cl:1][C:2]1[C:3]([F:11])=[C:4]([CH:8]2[C:19]([C:16]3[CH:17]=[CH:18][C:13]([Cl:12])=[CH:14][C:15]=3[F:28])([C:20]#[N:21])[CH:22]([CH2:23][C:24]([CH3:27])([CH3:26])[CH3:25])[CH2:10][NH:9]2)[CH:5]=[CH:6][CH:7]=1.[Cl:1][C:2]1[C:3]([F:11])=[C:4]([CH:8]2[NH:9][CH2:10][C:19]([C:16]3[CH:17]=[CH:18][C:13]([Cl:12])=[CH:14][C:15]=3[F:28])([C:20]#[N:21])[CH:22]2[CH2:23][C:24]([CH3:27])([CH3:26])[CH3:25])[CH:5]=[CH:6][CH:7]=1. The yield is 0.203. (4) The reactants are [NH2:1][C:2]1[N:7]=[C:6](OS(C(F)(F)F)(=O)=O)[C:5]([C:16]#[N:17])=[C:4]([C:18]2[O:19][CH2:20][CH2:21][CH:22]=2)[N:3]=1.[CH3:23][C:24]1[CH:25]=[C:26]([CH:29]=[CH:30][C:31]=1[CH3:32])[CH2:27][NH2:28]. The catalyst is COCCOC. The product is [NH2:1][C:2]1[N:3]=[C:4]([C:18]2[O:19][CH2:20][CH2:21][CH:22]=2)[C:5]([C:16]#[N:17])=[C:6]([NH:28][CH2:27][C:26]2[CH:29]=[CH:30][C:31]([CH3:32])=[C:24]([CH3:23])[CH:25]=2)[N:7]=1. The yield is 0.150. (5) The reactants are [CH2:1]([N:8]([CH2:24][C:25]1[CH:30]=[CH:29][CH:28]=[CH:27][CH:26]=1)[C@@H:9]([CH2:17][C:18]1[CH:23]=[CH:22][CH:21]=[CH:20][CH:19]=1)[C@H:10]([C@H:12]1[CH2:16][CH2:15][CH2:14][NH:13]1)[OH:11])[C:2]1[CH:7]=[CH:6][CH:5]=[CH:4][CH:3]=1.C(N(CC)CC)C.[CH3:38][C:39]([O:42][C:43](O[C:43]([O:42][C:39]([CH3:41])([CH3:40])[CH3:38])=[O:44])=[O:44])([CH3:41])[CH3:40]. The catalyst is C(Cl)Cl.CN(C1C=CN=CC=1)C. The product is [CH2:24]([N:8]([CH2:1][C:2]1[CH:3]=[CH:4][CH:5]=[CH:6][CH:7]=1)[C@@H:9]([CH2:17][C:18]1[CH:19]=[CH:20][CH:21]=[CH:22][CH:23]=1)[C@H:10]([C@H:12]1[CH2:16][CH2:15][CH2:14][N:13]1[C:43]([O:42][C:39]([CH3:41])([CH3:40])[CH3:38])=[O:44])[OH:11])[C:25]1[CH:26]=[CH:27][CH:28]=[CH:29][CH:30]=1. The yield is 0.850. (6) No catalyst specified. The product is [O:22]1[CH2:26][CH2:25][CH:24]([NH:27][C:18]([C:14]2[S:13][C:12]([CH2:11][CH2:10][C:9]3[C:5]([CH2:1][CH2:2][CH2:3][CH3:4])=[N:6][O:7][C:8]=3[CH3:21])=[N:16][C:15]=2[CH3:17])=[O:20])[CH2:23]1. The yield is 0.400. The reactants are [CH2:1]([C:5]1[C:9]([CH2:10][CH2:11][C:12]2[S:13][C:14]([C:18]([OH:20])=O)=[C:15]([CH3:17])[N:16]=2)=[C:8]([CH3:21])[O:7][N:6]=1)[CH2:2][CH2:3][CH3:4].[O:22]1[CH2:26][CH2:25][CH:24]([NH2:27])[CH2:23]1. (7) The reactants are [Cl:1][C:2]1[CH:3]=[CH:4][C:5]([NH:18][CH2:19][CH:20]2[CH2:25][CH2:24][NH:23][CH2:22][CH2:21]2)=[C:6]([CH:17]=1)[C:7]([NH:9][C:10]1[CH:15]=[CH:14][C:13]([CH3:16])=[CH:12][N:11]=1)=[O:8].[C:26]1(=O)[CH2:30][CH2:29][CH2:28][CH2:27]1.C([BH3-])#N.[Na+]. The catalyst is CO.C(O)(=O)C.O1CCCC1. The product is [Cl:1][C:2]1[CH:3]=[CH:4][C:5]([NH:18][CH2:19][CH:20]2[CH2:25][CH2:24][N:23]([CH:26]3[CH2:30][CH2:29][CH2:28][CH2:27]3)[CH2:22][CH2:21]2)=[C:6]([CH:17]=1)[C:7]([NH:9][C:10]1[CH:15]=[CH:14][C:13]([CH3:16])=[CH:12][N:11]=1)=[O:8]. The yield is 0.580.